From a dataset of Reaction yield outcomes from USPTO patents with 853,638 reactions. Predict the reaction yield, written as a fraction of the theoretical maximum amount of product (1.0 means a 100% yield; for example, 0.34 means a 34% yield). The reactants are [O:1]1[CH:5]=[CH:4][N:3]=[CH:2]1.Br[C:7]1[CH:12]=[CH:11][C:10]([O:13][CH3:14])=[CH:9][CH:8]=1. No catalyst specified. The product is [CH3:14][O:13][C:10]1[CH:11]=[CH:12][C:7]([C:2]2[O:1][CH:5]=[CH:4][N:3]=2)=[CH:8][CH:9]=1. The yield is 0.330.